The task is: Predict the reaction yield, written as a fraction of the theoretical maximum amount of product (1.0 means a 100% yield; for example, 0.34 means a 34% yield).. This data is from Reaction yield outcomes from USPTO patents with 853,638 reactions. (1) The reactants are [C:1]([O:5][C:6]([NH:8][C@@H:9]([C@@H:14]([O:17][C@@H:18]([CH2:20][CH2:21][CH:22]=[CH2:23])[CH3:19])[CH2:15][CH3:16])[C:10]([O:12]C)=[O:11])=[O:7])([CH3:4])([CH3:3])[CH3:2].C1COCC1.[Li+].[OH-].Cl. The catalyst is CO. The product is [C:1]([O:5][C:6]([NH:8][C@@H:9]([C@@H:14]([O:17][C@@H:18]([CH2:20][CH2:21][CH:22]=[CH2:23])[CH3:19])[CH2:15][CH3:16])[C:10]([OH:12])=[O:11])=[O:7])([CH3:2])([CH3:4])[CH3:3]. The yield is 1.00. (2) The reactants are [CH3:1][NH:2][C:3]1[CH:11]=[CH:10][C:6]([C:7](O)=O)=[CH:5][CH:4]=1.[CH3:12][O:13][C:14]1[CH:15]=[CH:16][C:17]([NH2:21])=[C:18]([SH:20])[CH:19]=1.C([O-])([O-])=O.[K+].[K+]. No catalyst specified. The product is [CH3:12][O:13][C:14]1[CH:15]=[CH:16][C:17]2[N:21]=[C:7]([C:6]3[CH:10]=[CH:11][C:3]([NH:2][CH3:1])=[CH:4][CH:5]=3)[S:20][C:18]=2[CH:19]=1. The yield is 0.210.